Dataset: Full USPTO retrosynthesis dataset with 1.9M reactions from patents (1976-2016). Task: Predict the reactants needed to synthesize the given product. (1) Given the product [ClH:1].[CH3:28][O:29][CH2:30][C:31]1[CH:36]=[CH:35][C:34]([C:2]2[C:3]([N:8]3[CH2:13][CH2:12][N:11]([CH2:14][CH2:15][N:16]([CH3:27])[S:17]([C:20]4[C:21]([CH3:26])=[N:22][N:23]([CH3:25])[CH:24]=4)(=[O:19])=[O:18])[CH2:10][CH2:9]3)=[N:4][CH:5]=[CH:6][N:7]=2)=[CH:33][CH:32]=1, predict the reactants needed to synthesize it. The reactants are: [Cl:1][C:2]1[C:3]([N:8]2[CH2:13][CH2:12][N:11]([CH2:14][CH2:15][N:16]([CH3:27])[S:17]([C:20]3[C:21]([CH3:26])=[N:22][N:23]([CH3:25])[CH:24]=3)(=[O:19])=[O:18])[CH2:10][CH2:9]2)=[N:4][CH:5]=[CH:6][N:7]=1.[CH3:28][O:29][CH2:30][C:31]1[CH:36]=[CH:35][C:34](B(O)O)=[CH:33][CH:32]=1.C(=O)([O-])[O-].[K+].[K+].CC(C)=O. (2) The reactants are: CN(C)[CH:3]=[O:4].P(Cl)(Cl)(Cl)=O.[CH3:11][C:12]1[O:16][N:15]=[C:14]([C:17]2[NH:18][C:19]3[C:24]([CH:25]=2)=[CH:23][CH:22]=[CH:21][CH:20]=3)[N:13]=1. Given the product [CH3:11][C:12]1[O:16][N:15]=[C:14]([C:17]2[NH:18][C:19]3[C:24]([C:25]=2[CH:3]=[O:4])=[CH:23][CH:22]=[CH:21][CH:20]=3)[N:13]=1, predict the reactants needed to synthesize it. (3) Given the product [NH2:1][C:2]1[N:7]([C:8]2[C:9]([F:16])=[CH:10][C:11]([O:15][CH2:29][CH2:30][CH2:31][C@@:32]([CH3:56])([C:48]([O:50][CH:51]3[CH2:52][CH2:53][CH2:54][CH2:55]3)=[O:49])[N:33]([C:34]([O:36][C:37]([CH3:38])([CH3:39])[CH3:40])=[O:35])[C:41]([O:43][C:44]([CH3:45])([CH3:46])[CH3:47])=[O:42])=[CH:12][C:13]=2[F:14])[C:6](=[O:17])[CH:5]=[CH:4][C:3]=1[C:18](=[O:27])[C:19]1[CH:24]=[CH:23][C:22]([F:25])=[CH:21][C:20]=1[F:26], predict the reactants needed to synthesize it. The reactants are: [NH2:1][C:2]1[N:7]([C:8]2[C:13]([F:14])=[CH:12][C:11]([OH:15])=[CH:10][C:9]=2[F:16])[C:6](=[O:17])[CH:5]=[CH:4][C:3]=1[C:18](=[O:27])[C:19]1[CH:24]=[CH:23][C:22]([F:25])=[CH:21][C:20]=1[F:26].Br[CH2:29][CH2:30][CH2:31][C@@:32]([CH3:56])([C:48]([O:50][CH:51]1[CH2:55][CH2:54][CH2:53][CH2:52]1)=[O:49])[N:33]([C:41]([O:43][C:44]([CH3:47])([CH3:46])[CH3:45])=[O:42])[C:34]([O:36][C:37]([CH3:40])([CH3:39])[CH3:38])=[O:35].C(=O)([O-])[O-].[K+].[K+].[I-].[Na+]. (4) Given the product [N:1]1[C:14]2[C:5](=[C:6]3[C:11](=[CH:12][CH:13]=2)[CH:10]=[CH:9][C:8](=[O:22])[C:7]3=[O:15])[CH:4]=[CH:3][CH:2]=1, predict the reactants needed to synthesize it. The reactants are: [N:1]1[C:14]2[CH:13]=[CH:12][C:11]3[C:6](=[CH:7][CH:8]=[CH:9][CH:10]=3)[C:5]=2[CH:4]=[CH:3][CH:2]=1.[O:15]=I(OI(=O)=O)=O.[OH2:22]. (5) The reactants are: Br[C:2]1[CH:7]=[CH:6][C:5]([CH3:8])=[CH:4][C:3]=1[N+:9]([O-:11])=[O:10].O.O.O.O.O.O.O.O.O.[S-2:21].[Na+].[Na+].[Cl:24][C:25]1[C:33]([CH2:34]Cl)=[CH:32][C:28]2[O:29][CH2:30][O:31][C:27]=2[CH:26]=1. Given the product [Cl:24][C:25]1[C:33]([CH2:34][S:21][C:2]2[CH:7]=[CH:6][C:5]([CH3:8])=[CH:4][C:3]=2[N+:9]([O-:11])=[O:10])=[CH:32][C:28]2[O:29][CH2:30][O:31][C:27]=2[CH:26]=1, predict the reactants needed to synthesize it. (6) The reactants are: [CH2:1]([N:8]([CH2:21][C:22]1[CH:27]=[CH:26][CH:25]=[CH:24][CH:23]=1)[C:9]([C:11]1[C:12](=[O:20])[NH:13][CH:14]=[C:15]([C:17]([OH:19])=[O:18])[CH:16]=1)=[O:10])[C:2]1[CH:7]=[CH:6][CH:5]=[CH:4][CH:3]=1.I[CH3:29]. Given the product [CH2:21]([N:8]([CH2:1][C:2]1[CH:7]=[CH:6][CH:5]=[CH:4][CH:3]=1)[C:9]([C:11]1[C:12]([O:20][CH3:29])=[N:13][CH:14]=[C:15]([C:17]([OH:19])=[O:18])[CH:16]=1)=[O:10])[C:22]1[CH:23]=[CH:24][CH:25]=[CH:26][CH:27]=1, predict the reactants needed to synthesize it. (7) Given the product [Br:1][C:2]1[CH:3]=[C:4]([NH2:12])[C:5]([NH2:6])=[C:7]([NH2:9])[CH:8]=1, predict the reactants needed to synthesize it. The reactants are: [Br:1][C:2]1[CH:8]=[C:7]([N+:9]([O-])=O)[C:5]([NH2:6])=[C:4]([N+:12]([O-])=O)[CH:3]=1.O.O.[Sn](Cl)Cl.O.[OH-].[Na+].